This data is from Forward reaction prediction with 1.9M reactions from USPTO patents (1976-2016). The task is: Predict the product of the given reaction. (1) Given the reactants Br[C:2]1[S:3][C:4]([C:10]2[N:14]=[CH:13][N:12]([CH:15]3[CH2:20][CH2:19][CH2:18][CH2:17][O:16]3)[N:11]=2)=[C:5]([Br:9])[C:6]=1[C:7]#[N:8].C[Sn](C)(C)[C:23]1[CH:28]=[CH:27][N:26]=[C:25]([NH:29][C:30](=[O:33])[O:31][CH3:32])[CH:24]=1.[Cl-].[Li+], predict the reaction product. The product is: [Br:9][C:5]1[C:6]([C:7]#[N:8])=[C:2]([C:23]2[CH:28]=[CH:27][N:26]=[C:25]([NH:29][C:30](=[O:33])[O:31][CH3:32])[CH:24]=2)[S:3][C:4]=1[C:10]1[N:14]=[CH:13][N:12]([CH:15]2[CH2:20][CH2:19][CH2:18][CH2:17][O:16]2)[N:11]=1. (2) Given the reactants [CH:1]1([C:7]2[CH:12]=[CH:11][C:10]([O:13]C)=[CH:9][C:8]=2[CH3:15])[CH2:6][CH2:5][CH2:4][CH2:3][CH2:2]1.B(Br)(Br)Br, predict the reaction product. The product is: [CH:1]1([C:7]2[CH:12]=[CH:11][C:10]([OH:13])=[CH:9][C:8]=2[CH3:15])[CH2:2][CH2:3][CH2:4][CH2:5][CH2:6]1. (3) Given the reactants Cl[C:2]1[CH:3]=[N:4][CH:5]=[C:6]([Cl:17])[C:7]=1[N:8]1[CH2:13][CH2:12][CH:11]([C:14]([NH2:16])=[O:15])[CH2:10][CH2:9]1.[CH3:18][O:19][C:20]1[CH:25]=[CH:24][C:23](B(O)O)=[CH:22][CH:21]=1.C(=O)([O-])[O-].[Na+].[Na+], predict the reaction product. The product is: [Cl:17][C:6]1[CH:5]=[N:4][CH:3]=[C:2]([C:23]2[CH:24]=[CH:25][C:20]([O:19][CH3:18])=[CH:21][CH:22]=2)[C:7]=1[N:8]1[CH2:13][CH2:12][CH:11]([C:14]([NH2:16])=[O:15])[CH2:10][CH2:9]1. (4) Given the reactants Cl[C:2]1[N:7]=[CH:6][C:5]([O:8][C:9]2[CH:14]=[CH:13][C:12]([S:15]([NH:18][C:19]3[N:20]=[CH:21][S:22][CH:23]=3)(=[O:17])=[O:16])=[CH:11][C:10]=2[C:24]#[N:25])=[C:4]([C:26]2[CH:27]=[N:28][NH:29][CH:30]=2)[CH:3]=1.[F:31][C:32]1[CH:33]=[C:34](B(O)O)[CH:35]=[CH:36][CH:37]=1.C([O-])([O-])=O.[K+].[K+].O, predict the reaction product. The product is: [C:24]([C:10]1[CH:11]=[C:12]([S:15]([NH:18][C:19]2[N:20]=[CH:21][S:22][CH:23]=2)(=[O:17])=[O:16])[CH:13]=[CH:14][C:9]=1[O:8][C:5]1[CH:6]=[N:7][C:2]([C:36]2[CH:35]=[CH:34][CH:33]=[C:32]([F:31])[CH:37]=2)=[CH:3][C:4]=1[C:26]1[CH:27]=[N:28][NH:29][CH:30]=1)#[N:25].